Task: Predict which catalyst facilitates the given reaction.. Dataset: Catalyst prediction with 721,799 reactions and 888 catalyst types from USPTO (1) Reactant: [Cl:1][C:2]1[CH:7]=[CH:6][C:5]([CH:8]2[CH:12]([C:13]3[CH:18]=[CH:17][C:16]([Cl:19])=[CH:15][CH:14]=3)[N:11]([C:20]([N:22]3[CH2:27][CH2:26][NH:25][CH2:24][CH2:23]3)=[O:21])[C:10]([C:28]3[CH:33]=[CH:32][C:31]([O:34][CH3:35])=[CH:30][C:29]=3[O:36][CH:37]([CH3:39])[CH3:38])=[N:9]2)=[CH:4][CH:3]=1.[C:40]([O:44][C:45]([NH:47][CH2:48][C:49](O)=[O:50])=[O:46])([CH3:43])([CH3:42])[CH3:41].C(N=C=NC(C)C)(C)C. Product: [C:40]([O:44][C:45](=[O:46])[NH:47][CH2:48][C:49]([N:25]1[CH2:24][CH2:23][N:22]([C:20]([N:11]2[CH:12]([C:13]3[CH:18]=[CH:17][C:16]([Cl:19])=[CH:15][CH:14]=3)[CH:8]([C:5]3[CH:6]=[CH:7][C:2]([Cl:1])=[CH:3][CH:4]=3)[N:9]=[C:10]2[C:28]2[CH:33]=[CH:32][C:31]([O:34][CH3:35])=[CH:30][C:29]=2[O:36][CH:37]([CH3:39])[CH3:38])=[O:21])[CH2:27][CH2:26]1)=[O:50])([CH3:43])([CH3:41])[CH3:42]. The catalyst class is: 1. (2) Reactant: [CH:1]1([CH2:4][N:5]([CH:22]2[CH2:27][CH2:26][N:25]([CH2:28][CH2:29][C@@H:30]([C:41]3[CH:46]=[C:45]([F:47])[CH:44]=[C:43]([F:48])[CH:42]=3)[CH:31]3[CH2:36][CH2:35][N:34]([S:37]([CH3:40])(=[O:39])=[O:38])[CH2:33][CH2:32]3)[CH2:24][CH2:23]2)[C:6](=[O:21])[CH2:7][N:8]2[CH2:13][CH2:12][N:11](C(OC(C)(C)C)=O)[CH2:10][CH2:9]2)[CH2:3][CH2:2]1. Product: [CH:1]1([CH2:4][N:5]([CH:22]2[CH2:27][CH2:26][N:25]([CH2:28][CH2:29][C@@H:30]([C:41]3[CH:42]=[C:43]([F:48])[CH:44]=[C:45]([F:47])[CH:46]=3)[CH:31]3[CH2:36][CH2:35][N:34]([S:37]([CH3:40])(=[O:38])=[O:39])[CH2:33][CH2:32]3)[CH2:24][CH2:23]2)[C:6](=[O:21])[CH2:7][N:8]2[CH2:9][CH2:10][NH:11][CH2:12][CH2:13]2)[CH2:3][CH2:2]1. The catalyst class is: 67.